Task: Predict the product of the given reaction.. Dataset: Forward reaction prediction with 1.9M reactions from USPTO patents (1976-2016) (1) Given the reactants [C:1]1([C:7]2[C:17]3[O:16][CH2:15][CH2:14][N:13]([C:18]([O:20][C:21]([CH3:24])([CH3:23])[CH3:22])=[O:19])[CH2:12][C:11]=3[CH:10]=[CH:9][CH:8]=2)[CH2:6][CH2:5][CH2:4][CH2:3][CH:2]=1, predict the reaction product. The product is: [CH:1]1([C:7]2[C:17]3[O:16][CH2:15][CH2:14][N:13]([C:18]([O:20][C:21]([CH3:24])([CH3:23])[CH3:22])=[O:19])[CH2:12][C:11]=3[CH:10]=[CH:9][CH:8]=2)[CH2:2][CH2:3][CH2:4][CH2:5][CH2:6]1. (2) Given the reactants C(OOC(=O)C1C=CC=CC=1)(=O)C1C=CC=CC=1.[N:19]1[CH:24]=[CH:23][CH:22]=[CH:21][C:20]=1[CH2:25][C:26]([O:28][CH3:29])=[O:27].[Br:30]N1C(=O)CCC1=O, predict the reaction product. The product is: [Br:30][CH:25]([C:20]1[CH:21]=[CH:22][CH:23]=[CH:24][N:19]=1)[C:26]([O:28][CH3:29])=[O:27]. (3) The product is: [CH3:1][C:2]1[CH:3]=[C:4]([C:13]2[N:14]=[C:15]([NH:18][C:25](=[O:27])[CH3:26])[S:16][CH:17]=2)[CH:5]=[C:6]([O:8][C:9]([F:10])([F:11])[F:12])[CH:7]=1. Given the reactants [CH3:1][C:2]1[CH:3]=[C:4]([C:13]2[N:14]=[C:15]([NH2:18])[S:16][CH:17]=2)[CH:5]=[C:6]([O:8][C:9]([F:12])([F:11])[F:10])[CH:7]=1.N1C=CC=CC=1.[C:25](OC(=O)C)(=[O:27])[CH3:26], predict the reaction product. (4) Given the reactants [Cl:1][C:2]1[CH:7]=[CH:6][C:5]([S:8]([CH:11]([C:15]2[CH:20]=[C:19]([F:21])[CH:18]=[CH:17][C:16]=2[F:22])[CH2:12][CH:13]=C)(=[O:10])=[O:9])=[CH:4][CH:3]=1.I([O-])(=O)(=O)=[O:24].[Na+].[BH4-].[Na+], predict the reaction product. The product is: [Cl:1][C:2]1[CH:7]=[CH:6][C:5]([S:8]([CH:11]([C:15]2[CH:20]=[C:19]([F:21])[CH:18]=[CH:17][C:16]=2[F:22])[CH2:12][CH2:13][OH:24])(=[O:10])=[O:9])=[CH:4][CH:3]=1. (5) Given the reactants [Br:1][C:2]1[NH:3][C:4]2[CH:10]=[C:9]([Cl:11])[C:8]([Cl:12])=[CH:7][C:5]=2[N:6]=1.ClCCl.C(O[C@H:20]1[O:37][CH2:36][C@H:31]([O:32][C:33](=[O:35])[CH3:34])[C@H:26]([O:27][C:28](=[O:30])[CH3:29])[C@@H:21]1[O:22][C:23](=[O:25])[CH3:24])(=O)C.C(=O)(O)[O-].[Na+], predict the reaction product. The product is: [Br:1][C:2]1[N:3]([C@H:36]2[O:37][CH2:20][C@H:21]([O:22][C:23](=[O:25])[CH3:24])[C@H:26]([O:27][C:28](=[O:30])[CH3:29])[C@@H:31]2[O:32][C:33](=[O:35])[CH3:34])[C:4]2[CH:10]=[C:9]([Cl:11])[C:8]([Cl:12])=[CH:7][C:5]=2[N:6]=1. (6) The product is: [CH3:40][O:41][C:42]1[CH:49]=[CH:48][CH:47]=[CH:46][C:43]=1[CH2:44][NH:45][C:17]([C@@H:13]1[CH2:14][CH2:15][CH2:16][N:11]([C:6]2[CH:7]=[CH:8][CH:9]=[C:10]3[C:5]=2[C:4](=[O:20])[N:3]([CH2:21][C:22]2[CH:23]=[CH:24][N:25]=[CH:26][CH:27]=2)[C:2]3=[O:1])[CH2:12]1)=[O:18]. Given the reactants [O:1]=[C:2]1[C:10]2[C:5](=[C:6]([N:11]3[CH2:16][CH2:15][CH2:14][C@@H:13]([C:17](O)=[O:18])[CH2:12]3)[CH:7]=[CH:8][CH:9]=2)[C:4](=[O:20])[N:3]1[CH2:21][C:22]1[CH:27]=[CH:26][N:25]=[CH:24][CH:23]=1.CCN=C=NCCCN(C)C.Cl.[CH3:40][O:41][C:42]1[CH:49]=[CH:48][CH:47]=[CH:46][C:43]=1[CH2:44][NH2:45], predict the reaction product.